This data is from Forward reaction prediction with 1.9M reactions from USPTO patents (1976-2016). The task is: Predict the product of the given reaction. (1) Given the reactants [CH2:1]([C:8]([C:22]([F:25])([F:24])[F:23])=[CH:9][CH2:10][N:11]1C(=O)C2C(=CC=CC=2)C1=O)[C:2]1[CH:7]=[CH:6][CH:5]=[CH:4][CH:3]=1.O.NN.Cl.CCOCC, predict the reaction product. The product is: [CH2:1]([C:8]([C:22]([F:23])([F:24])[F:25])=[CH:9][CH2:10][NH2:11])[C:2]1[CH:7]=[CH:6][CH:5]=[CH:4][CH:3]=1. (2) Given the reactants [N:1]1([CH2:7][CH2:8][OH:9])[CH2:6][CH2:5][NH:4][CH2:3][CH2:2]1.[N+:10]([C:13]1[CH:18]=[CH:17][C:16]([S:19](Cl)(=[O:21])=[O:20])=[CH:15][CH:14]=1)([O-:12])=[O:11].C(N(CC)CC)C, predict the reaction product. The product is: [N+:10]([C:13]1[CH:14]=[CH:15][C:16]([S:19]([N:4]2[CH2:5][CH2:6][N:1]([CH2:7][CH2:8][OH:9])[CH2:2][CH2:3]2)(=[O:21])=[O:20])=[CH:17][CH:18]=1)([O-:12])=[O:11]. (3) Given the reactants C(O[C:6]([NH:8][C@H:9]([C:14]([OH:16])=O)[CH2:10][CH:11]([CH3:13])[CH3:12])=O)(C)(C)C.[CH2:17]([N:24]1[CH2:28][C@H:27]2[C@H:29]([NH2:32])[CH2:30][CH2:31][C@H:26]2[CH2:25]1)[C:18]1[CH:23]=[CH:22][CH:21]=[CH:20][CH:19]=1.[CH2:33](N1C[C@@H]2[C@@H](N)CC[C@@H]2C1)[C:34]1[CH:39]=CC=C[CH:35]=1, predict the reaction product. The product is: [CH2:17]([N:24]1[CH2:28][C@H:27]2[C@H:29]([NH:32][C:14](=[O:16])[C@H:9]([CH2:10][CH:11]([CH3:12])[CH3:13])[NH:8][CH2:6][C:34]([CH3:39])([CH3:35])[CH3:33])[CH2:30][CH2:31][C@H:26]2[CH2:25]1)[C:18]1[CH:19]=[CH:20][CH:21]=[CH:22][CH:23]=1. (4) Given the reactants Cl[C:2]1[N:7]=[CH:6][N:5]=[C:4]2[N:8]([C:13]([C:26]3[CH:31]=[CH:30][CH:29]=[CH:28][CH:27]=3)([C:20]3[CH:25]=[CH:24][CH:23]=[CH:22][CH:21]=3)[C:14]3[CH:19]=[CH:18][CH:17]=[CH:16][CH:15]=3)[N:9]=[C:10]([CH2:11][CH3:12])[C:3]=12.CC1(C)C(C)(C)OB([C:40]2[CH:41]=[C:42]([C:46]3([C:49]#[N:50])[CH2:48][CH2:47]3)[CH:43]=[CH:44][CH:45]=2)O1.C(=O)([O-])[O-].[Na+].[Na+], predict the reaction product. The product is: [CH2:11]([C:10]1[C:3]2[C:4](=[N:5][CH:6]=[N:7][C:2]=2[C:40]2[CH:41]=[C:42]([C:46]3([C:49]#[N:50])[CH2:47][CH2:48]3)[CH:43]=[CH:44][CH:45]=2)[N:8]([C:13]([C:26]2[CH:27]=[CH:28][CH:29]=[CH:30][CH:31]=2)([C:14]2[CH:15]=[CH:16][CH:17]=[CH:18][CH:19]=2)[C:20]2[CH:25]=[CH:24][CH:23]=[CH:22][CH:21]=2)[N:9]=1)[CH3:12].